Dataset: Full USPTO retrosynthesis dataset with 1.9M reactions from patents (1976-2016). Task: Predict the reactants needed to synthesize the given product. (1) Given the product [CH:20]1([C:26]2[CH:27]=[CH:28][C:29]([C:30]([NH:12][C:9]3[CH:10]=[CH:11][C:5]4[O:4][C:3]([N:2]([CH3:1])[CH2:13][CH:14]5[CH2:18][CH2:17][N:16]([CH3:19])[CH2:15]5)=[N:7][C:6]=4[CH:8]=3)=[O:31])=[CH:33][CH:34]=2)[CH2:21][CH2:22][CH2:23][CH2:24][CH2:25]1, predict the reactants needed to synthesize it. The reactants are: [CH3:1][N:2]([CH2:13][CH:14]1[CH2:18][CH2:17][N:16]([CH3:19])[CH2:15]1)[C:3]1[O:4][C:5]2[CH:11]=[CH:10][C:9]([NH2:12])=[CH:8][C:6]=2[N:7]=1.[CH:20]1([C:26]2[CH:34]=[CH:33][C:29]([C:30](O)=[O:31])=[CH:28][CH:27]=2)[CH2:25][CH2:24][CH2:23][CH2:22][CH2:21]1.CN(C(ON1N=NC2C=CC=NC1=2)=[N+](C)C)C.F[P-](F)(F)(F)(F)F.C(Cl)Cl. (2) Given the product [C:1]([N:5]1[C:9]([Cl:10])=[C:8]([C:11]([OH:13])=[O:12])[CH:7]=[N:6]1)([CH3:4])([CH3:2])[CH3:3], predict the reactants needed to synthesize it. The reactants are: [C:1]([N:5]1[C:9]([Cl:10])=[C:8]([C:11]([O:13]CC)=[O:12])[CH:7]=[N:6]1)([CH3:4])([CH3:3])[CH3:2].[OH-].[Na+].O. (3) Given the product [C:2]([C:4]1[C:5]([C:20]2[CH:21]=[N:22][C:23]([C:26]([F:29])([F:28])[F:27])=[CH:24][CH:25]=2)=[CH:6][C:7]([CH2:10][NH:11][C:12]([C@@H:14]2[CH2:18][C@@H:17]([F:19])[CH2:16][N:15]2[S:37]([C:34]2[CH:35]=[CH:36][C:31]([F:30])=[CH:32][CH:33]=2)(=[O:39])=[O:38])=[O:13])=[N:8][CH:9]=1)#[N:3], predict the reactants needed to synthesize it. The reactants are: Cl.[C:2]([C:4]1[C:5]([C:20]2[CH:21]=[N:22][C:23]([C:26]([F:29])([F:28])[F:27])=[CH:24][CH:25]=2)=[CH:6][C:7]([CH2:10][NH:11][C:12]([C@@H:14]2[CH2:18][C@@H:17]([F:19])[CH2:16][NH:15]2)=[O:13])=[N:8][CH:9]=1)#[N:3].[F:30][C:31]1[CH:36]=[CH:35][C:34]([S:37](Cl)(=[O:39])=[O:38])=[CH:33][CH:32]=1. (4) The reactants are: [CH3:1][O:2][C:3](=[O:14])[C@H:4]([CH2:6][C:7]1[CH:12]=[CH:11][C:10]([OH:13])=[CH:9][CH:8]=1)[NH2:5].[C:15]([CH2:23][C:24]([CH3:26])=O)(=[O:22])[C:16]1[CH:21]=[CH:20][CH:19]=[CH:18][CH:17]=1. Given the product [CH3:1][O:2][C:3](=[O:14])[CH:4]([NH:5][C:24]([CH3:26])=[CH:23][C:15](=[O:22])[C:16]1[CH:21]=[CH:20][CH:19]=[CH:18][CH:17]=1)[CH2:6][C:7]1[CH:8]=[CH:9][C:10]([OH:13])=[CH:11][CH:12]=1, predict the reactants needed to synthesize it. (5) Given the product [CH3:13][O:14][C:15]1[CH:20]=[CH:19][C:18]([O:21][C:2]2[CH:7]=[CH:6][C:5]([NH:8][S:9]([CH3:12])(=[O:11])=[O:10])=[CH:4][CH:3]=2)=[CH:17][CH:16]=1, predict the reactants needed to synthesize it. The reactants are: I[C:2]1[CH:7]=[CH:6][C:5]([NH:8][S:9]([CH3:12])(=[O:11])=[O:10])=[CH:4][CH:3]=1.[CH3:13][O:14][C:15]1[CH:20]=[CH:19][C:18]([OH:21])=[CH:17][CH:16]=1.C([O-])([O-])=O.[Cs+].[Cs+].Cl.CN(C)CC(O)=O. (6) Given the product [ClH:24].[N:18]1([C:16]([C:3]2([C:1]#[N:2])[CH2:8][CH2:7][NH:6][CH2:5][CH2:4]2)=[O:17])[CH2:19][CH2:20][O:21][CH2:22][CH2:23]1, predict the reactants needed to synthesize it. The reactants are: [C:1]([C:3]1([C:16]([N:18]2[CH2:23][CH2:22][O:21][CH2:20][CH2:19]2)=[O:17])[CH2:8][CH2:7][N:6](C(OC(C)(C)C)=O)[CH2:5][CH2:4]1)#[N:2].[ClH:24].